This data is from Catalyst prediction with 721,799 reactions and 888 catalyst types from USPTO. The task is: Predict which catalyst facilitates the given reaction. Reactant: [I:1][C:2]1[C:3]([S:11][C:12]2[NH:13][C:14]3[C:19]([N:20]=2)=[C:18]([NH2:21])[N:17]=[CH:16][N:15]=3)=[CH:4][C:5]2[O:9][CH2:8][CH2:7][C:6]=2[CH:10]=1.Br[CH2:23][CH2:24][CH2:25][NH:26][S:27]([C:29]([CH3:32])([CH3:31])[CH3:30])=[O:28].C([O-])([O-])=O.[Cs+].[Cs+]. Product: [NH2:21][C:18]1[N:17]=[CH:16][N:15]=[C:14]2[C:19]=1[N:20]=[C:12]([S:11][C:3]1[C:2]([I:1])=[CH:10][C:6]3[CH2:7][CH2:8][O:9][C:5]=3[CH:4]=1)[N:13]2[CH2:23][CH2:24][CH2:25][NH:26][S:27]([C:29]([CH3:32])([CH3:31])[CH3:30])=[O:28]. The catalyst class is: 3.